This data is from Reaction yield outcomes from USPTO patents with 853,638 reactions. The task is: Predict the reaction yield, written as a fraction of the theoretical maximum amount of product (1.0 means a 100% yield; for example, 0.34 means a 34% yield). (1) The reactants are [F:1][CH:2]([F:30])[O:3][C:4]1[CH:9]=[CH:8][C:7]([C@@H:10]([N:12]2[CH2:17][CH2:16][C@@:15]([C:22]3[CH:27]=[CH:26][C:25]([F:28])=[CH:24][CH:23]=3)([CH2:18][CH2:19][CH2:20]O)[O:14][C:13]2=[O:29])[CH3:11])=[CH:6][CH:5]=1.[CH3:31][S:32]([NH2:35])(=[O:34])=[O:33]. The catalyst is C1(C)C=CC=CC=1. The product is [F:1][CH:2]([F:30])[O:3][C:4]1[CH:9]=[CH:8][C:7]([C@@H:10]([N:12]2[CH2:17][CH2:16][C@:15]([CH2:18][CH2:19][CH2:20][NH:35][S:32]([CH3:31])(=[O:34])=[O:33])([C:22]3[CH:27]=[CH:26][C:25]([F:28])=[CH:24][CH:23]=3)[O:14][C:13]2=[O:29])[CH3:11])=[CH:6][CH:5]=1. The yield is 0.350. (2) The reactants are [CH3:1][C:2]1[CH:13]=[CH:12][C:5]2[NH:6][C:7](=[O:11])[O:8][C:9](=[O:10])[C:4]=2[CH:3]=1.[H-].[Na+].[F:16][C:17]1[CH:24]=[CH:23][C:20]([CH2:21]Br)=[CH:19][CH:18]=1. The catalyst is CN(C=O)C. The product is [F:16][C:17]1[CH:24]=[CH:23][C:20]([CH2:21][N:6]2[C:5]3[CH:12]=[CH:13][C:2]([CH3:1])=[CH:3][C:4]=3[C:9](=[O:10])[O:8][C:7]2=[O:11])=[CH:19][CH:18]=1. The yield is 0.790.